This data is from Full USPTO retrosynthesis dataset with 1.9M reactions from patents (1976-2016). The task is: Predict the reactants needed to synthesize the given product. Given the product [O:28]1[CH2:29][CH2:30][CH:25]([NH:24][C:3]([C:5]2[CH:9]=[C:8]([O:10][CH2:11][C:12]3[C:13]([C:18]4[CH:23]=[CH:22][CH:21]=[CH:20][N:19]=4)=[N:14][O:15][C:16]=3[CH3:17])[NH:7][N:6]=2)=[O:4])[CH2:26][CH2:27]1, predict the reactants needed to synthesize it. The reactants are: CO[C:3]([C:5]1[NH:6][N:7]=[C:8]([O:10][CH2:11][C:12]2[C:13]([C:18]3[CH:23]=[CH:22][CH:21]=[CH:20][N:19]=3)=[N:14][O:15][C:16]=2[CH3:17])[CH:9]=1)=[O:4].[NH2:24][CH:25]1[CH2:30][CH2:29][O:28][CH2:27][CH2:26]1.